From a dataset of Forward reaction prediction with 1.9M reactions from USPTO patents (1976-2016). Predict the product of the given reaction. (1) The product is: [Cl:15][C:16]1[N:17]=[C:18]([N:3]2[CH2:4][CH2:5][O:6][CH2:7][C@@H:2]2[CH3:1])[C:19]2[C:24]([CH3:25])=[CH:23][S:22][C:20]=2[N:21]=1. Given the reactants [CH3:1][C@H:2]1[CH2:7][O:6][CH2:5][CH2:4][NH:3]1.CCN(CC)CC.[Cl:15][C:16]1[N:17]=[C:18](Cl)[C:19]2[C:24]([CH3:25])=[CH:23][S:22][C:20]=2[N:21]=1, predict the reaction product. (2) Given the reactants [O:1]1[C:7]2[CH:8]=[CH:9][CH:10]=[CH:11][C:6]=2[S:5][CH2:4][C@H:3]([NH2:12])[CH2:2]1.CC1C=CC(S(O[CH2:24][C@H:25]([CH3:36])[CH2:26][S:27][C:28]2[CH:33]=[CH:32][CH:31]=[CH:30][C:29]=2[O:34][CH3:35])(=O)=O)=CC=1.C(N(CC)CC)C, predict the reaction product. The product is: [CH3:35][O:34][C:29]1[CH:30]=[CH:31][CH:32]=[CH:33][C:28]=1[S:27][CH2:26][C@@H:25]([CH3:36])[CH2:24][NH:12][C@H:3]1[CH2:4][S:5][C:6]2[CH:11]=[CH:10][CH:9]=[CH:8][C:7]=2[O:1][CH2:2]1. (3) The product is: [Cl:15][C:6]1[C:5]2[CH:10]=[CH:11][C:2]([F:1])=[C:3]([F:12])[C:4]=2[O:8][N:7]=1. Given the reactants [F:1][C:2]1[CH:11]=[CH:10][C:5]2[C:6](=O)[NH:7][O:8][C:4]=2[C:3]=1[F:12].O=P(Cl)(Cl)[Cl:15], predict the reaction product. (4) Given the reactants [NH:1]1[CH2:6][CH2:5][CH:4]([NH:7][C:8](=[O:14])[O:9][C:10]([CH3:13])([CH3:12])[CH3:11])[CH2:3][CH2:2]1.[Cl:15][C:16]1[N:17]=[N:18][C:19](Cl)=[CH:20][CH:21]=1, predict the reaction product. The product is: [Cl:15][C:16]1[N:17]=[N:18][C:19]([N:1]2[CH2:2][CH2:3][CH:4]([NH:7][C:8](=[O:14])[O:9][C:10]([CH3:11])([CH3:13])[CH3:12])[CH2:5][CH2:6]2)=[CH:20][CH:21]=1. (5) Given the reactants N[C:2]1[CH:10]=[CH:9][CH:8]=[C:7]([CH3:11])[C:3]=1[C:4]([OH:6])=[O:5].[BH3-][C:13]#[N:14].[Na+].[CH3:16]C(O)=O, predict the reaction product. The product is: [CH3:16][N:14]([CH3:13])[C:2]1[CH:10]=[CH:9][CH:8]=[C:7]([CH3:11])[C:3]=1[C:4]([OH:6])=[O:5]. (6) Given the reactants [NH2:1][C:2]1[S:3][C:4]([C:17]#[N:18])=[C:5]([C:7]2[CH:12]=[CH:11][N:10]=[C:9](S(C)(=O)=O)[N:8]=2)[N:6]=1.NC1SC(C#N)=C(C2C=CN=C(S(C)=O)N=2)N=1.[CH3:36][C:37]1[CH:38]=[C:39]([CH:41]=[C:42]([CH3:44])[CH:43]=1)[NH2:40], predict the reaction product. The product is: [NH2:1][C:2]1[S:3][C:4]([C:17]#[N:18])=[C:5]([C:7]2[CH:12]=[CH:11][N:10]=[C:9]([NH:40][C:39]3[CH:41]=[C:42]([CH3:44])[CH:43]=[C:37]([CH3:36])[CH:38]=3)[N:8]=2)[N:6]=1. (7) Given the reactants [NH2:1][C:2]1[CH:7]=[CH:6][CH:5]=[CH:4][C:3]=1[NH:8][C:9]([NH:11][C:12]1[CH:17]=[CH:16][CH:15]=[CH:14][CH:13]=1)=[O:10].C(N(CC)CC)C.[C:25]1([S:35](Cl)(=[O:37])=[O:36])[C:34]2[C:29](=[CH:30][CH:31]=[CH:32][CH:33]=2)[CH:28]=[CH:27][CH:26]=1, predict the reaction product. The product is: [C:12]1([NH:11][C:9](=[O:10])[NH:8][C:3]2[CH:4]=[CH:5][CH:6]=[CH:7][C:2]=2[NH:1][S:35]([C:25]2[C:34]3[C:29](=[CH:30][CH:31]=[CH:32][CH:33]=3)[CH:28]=[CH:27][CH:26]=2)(=[O:37])=[O:36])[CH:17]=[CH:16][CH:15]=[CH:14][CH:13]=1. (8) Given the reactants [OH:1][C:2]1[CH:3]=[C:4]([CH2:8][C:9]([OH:11])=[O:10])[CH:5]=[CH:6][CH:7]=1.OS(O)(=O)=O.[CH3:17]O, predict the reaction product. The product is: [CH3:17][O:10][C:9](=[O:11])[CH2:8][C:4]1[CH:5]=[CH:6][CH:7]=[C:2]([OH:1])[CH:3]=1.